From a dataset of Forward reaction prediction with 1.9M reactions from USPTO patents (1976-2016). Predict the product of the given reaction. Given the reactants [C:1]([O:5][C:6](=[O:10])[CH2:7][C:8]#[N:9])([CH3:4])([CH3:3])[CH3:2].[CH2:11]([N:13]=[C:14]=[S:15])[CH3:12], predict the reaction product. The product is: [C:1]([O:5][C:6](=[O:10])[CH:7]([C:8]#[N:9])[C:14](=[S:15])[NH:13][CH2:11][CH3:12])([CH3:4])([CH3:3])[CH3:2].